From a dataset of Choline transporter screen with 302,306 compounds. Binary Classification. Given a drug SMILES string, predict its activity (active/inactive) in a high-throughput screening assay against a specified biological target. (1) The drug is Clc1c(CS(=O)(=O)N2CCN(CC2)C(=O)c2occc2)cccc1. The result is 0 (inactive). (2) The compound is Clc1c([N+]([O-])=O)cc(/C=C(/CCC(O)=O)c2sc3c(n2)cccc3)cc1. The result is 0 (inactive). (3) The compound is s1c(nnc1N)CC(=O)Nc1ccccc1. The result is 0 (inactive). (4) The molecule is Clc1nc(SC)nc(NC)c1. The result is 1 (active).